This data is from Full USPTO retrosynthesis dataset with 1.9M reactions from patents (1976-2016). The task is: Predict the reactants needed to synthesize the given product. (1) Given the product [CH:1]1([N:4]2[C:12]3[C:7](=[C:8]([O:16][CH2:17][CH3:18])[CH:9]=[C:10]([C:13]([N:28]4[CH2:29][CH2:30][C:25]5([CH2:24][C:23](=[O:22])[C:37]6[C:32](=[CH:33][CH:34]=[C:35]([C:38]7[CH:43]=[CH:42][N:41]=[C:40]([C:44]([OH:46])=[O:45])[CH:39]=7)[CH:36]=6)[O:31]5)[CH2:26][CH2:27]4)=[O:15])[CH:11]=3)[C:6]([CH3:19])=[CH:5]2)[CH2:2][CH2:3]1, predict the reactants needed to synthesize it. The reactants are: [CH:1]1([N:4]2[C:12]3[C:7](=[C:8]([O:16][CH2:17][CH3:18])[CH:9]=[C:10]([C:13]([OH:15])=O)[CH:11]=3)[C:6]([CH3:19])=[CH:5]2)[CH2:3][CH2:2]1.Cl.Cl.[O:22]=[C:23]1[C:37]2[C:32](=[CH:33][CH:34]=[C:35]([C:38]3[CH:43]=[CH:42][N:41]=[C:40]([C:44]([O:46]C)=[O:45])[CH:39]=3)[CH:36]=2)[O:31][C:25]2([CH2:30][CH2:29][NH:28][CH2:27][CH2:26]2)[CH2:24]1. (2) Given the product [NH:18]1[C:19]2[C:15](=[CH:14][C:13]([O:12][C:6]3[C:5]4[C:10](=[CH:11][C:2]([O:1][CH2:25][CH2:26][CH2:27][N:28]5[CH2:33][CH2:32][O:31][CH2:30][CH2:29]5)=[C:3]([O:22][CH3:23])[CH:4]=4)[N:9]=[CH:8][N:7]=3)=[CH:21][CH:20]=2)[CH:16]=[CH:17]1, predict the reactants needed to synthesize it. The reactants are: [OH:1][C:2]1[CH:11]=[C:10]2[C:5]([C:6]([O:12][C:13]3[CH:14]=[C:15]4[C:19](=[CH:20][CH:21]=3)[NH:18][CH:17]=[CH:16]4)=[N:7][CH:8]=[N:9]2)=[CH:4][C:3]=1[O:22][CH3:23].O[CH2:25][CH2:26][CH2:27][N:28]1[CH2:33][CH2:32][O:31][CH2:30][CH2:29]1. (3) The reactants are: [CH2:1](Br)[C:2]1[CH:7]=[CH:6][CH:5]=[CH:4][CH:3]=1.[Br:9][C:10]1[CH:11]=[C:12]2[C:17](=[CH:18][CH:19]=1)[N:16]=[CH:15][NH:14][C:13]2=[O:20].[H-].[Na+]. Given the product [CH2:1]([N:14]1[C:13](=[O:20])[C:12]2[C:17](=[CH:18][CH:19]=[C:10]([Br:9])[CH:11]=2)[N:16]=[CH:15]1)[C:2]1[CH:7]=[CH:6][CH:5]=[CH:4][CH:3]=1, predict the reactants needed to synthesize it. (4) The reactants are: [N:1]1([C:6]2[CH:11]=[CH:10][C:9]([C:12]3[CH:13]=[C:14]([N+:33]([O-])=O)[C:15]([NH:18][CH:19]4[CH2:24][CH2:23][N:22]([C:25]5[N:30]=[CH:29][C:28]([CH2:31][CH3:32])=[CH:27][N:26]=5)[CH2:21][CH2:20]4)=[N:16][CH:17]=3)=[CH:8][CH:7]=2)[CH:5]=[N:4][N:3]=[N:2]1. Given the product [N:1]1([C:6]2[CH:11]=[CH:10][C:9]([C:12]3[CH:13]=[C:14]([NH2:33])[C:15]([NH:18][CH:19]4[CH2:24][CH2:23][N:22]([C:25]5[N:26]=[CH:27][C:28]([CH2:31][CH3:32])=[CH:29][N:30]=5)[CH2:21][CH2:20]4)=[N:16][CH:17]=3)=[CH:8][CH:7]=2)[CH:5]=[N:4][N:3]=[N:2]1, predict the reactants needed to synthesize it. (5) Given the product [F:1][C:2]1[CH:3]=[CH:4][C:5]([C:8]2[O:9][CH:10]=[C:11]([C:13]([CH3:17])([CH3:16])[CH2:14][NH:15][C:30](=[O:31])[C:29]3[CH:33]=[CH:34][CH:35]=[C:27]([C:24]4[CH:23]=[C:22]([C:20](=[O:21])[C:19]([F:18])([F:36])[F:37])[S:26][CH:25]=4)[CH:28]=3)[N:12]=2)=[CH:6][CH:7]=1, predict the reactants needed to synthesize it. The reactants are: [F:1][C:2]1[CH:7]=[CH:6][C:5]([C:8]2[O:9][CH:10]=[C:11]([C:13]([CH3:17])([CH3:16])[CH2:14][NH2:15])[N:12]=2)=[CH:4][CH:3]=1.[F:18][C:19]([F:37])([F:36])[C:20]([C:22]1[S:26][CH:25]=[C:24]([C:27]2[CH:28]=[C:29]([CH:33]=[CH:34][CH:35]=2)[C:30](O)=[O:31])[CH:23]=1)=[O:21].